This data is from Forward reaction prediction with 1.9M reactions from USPTO patents (1976-2016). The task is: Predict the product of the given reaction. (1) Given the reactants NC1C=CC([C:8]2[C:13]([S:14]([NH2:17])(=[O:16])=[O:15])=[CH:12][CH:11]=[C:10]([NH2:18])[CH:9]=2)=CC=1.[C:19]([C:21]1[CH:26]=[CH:25][C:24]([N:27]=[C:28]=[O:29])=[CH:23][CH:22]=1)#[N:20].[K+].[Br-].NC(N)=O, predict the reaction product. The product is: [CH:26]1[C:21]([C:19]#[N:20])=[CH:22][CH:23]=[C:24]([NH:27][C:28]([NH:18][C:10]2[CH:11]=[CH:12][C:13]([S:14]([NH2:17])(=[O:15])=[O:16])=[CH:8][CH:9]=2)=[O:29])[CH:25]=1. (2) Given the reactants [F:1][C:2]1[C:7]([O:8][C:9]([F:12])([F:11])[F:10])=[CH:6][CH:5]=[CH:4][C:3]=1I.C([O-])([O-])=O.[Cs+].[Cs+].C1C=CC(P(C2C(C3C(P(C4C=CC=CC=4)C4C=CC=CC=4)=CC=C4C=3C=CC=C4)=C3C(C=CC=C3)=CC=2)C2C=CC=CC=2)=CC=1.[C:66](=[NH:79])([C:73]1[CH:78]=[CH:77][CH:76]=[CH:75][CH:74]=1)[C:67]1[CH:72]=[CH:71][CH:70]=[CH:69][CH:68]=1, predict the reaction product. The product is: [C:66](=[N:79][C:3]1[CH:4]=[CH:5][CH:6]=[C:7]([O:8][C:9]([F:12])([F:11])[F:10])[C:2]=1[F:1])([C:73]1[CH:74]=[CH:75][CH:76]=[CH:77][CH:78]=1)[C:67]1[CH:72]=[CH:71][CH:70]=[CH:69][CH:68]=1. (3) The product is: [F:1][C:2]1[CH:7]=[CH:6][CH:5]=[CH:4][C:3]=1[C:8]1[C:9]2[CH:21]=[CH:20][C:19](=[O:22])[N:18]([C:23]3[CH:28]=[CH:27][CH:26]=[CH:25][C:24]=3[F:29])[C:10]=2[N:11]=[C:12]([NH:30][CH:31]([CH2:34][OH:35])[CH2:32][OH:33])[N:13]=1. Given the reactants [F:1][C:2]1[CH:7]=[CH:6][CH:5]=[CH:4][C:3]=1[C:8]1[C:9]2[CH:21]=[CH:20][C:19](=[O:22])[N:18]([C:23]3[CH:28]=[CH:27][CH:26]=[CH:25][C:24]=3[F:29])[C:10]=2[N:11]=[C:12](S(C)(=O)=O)[N:13]=1.[NH2:30][CH:31]([CH2:34][OH:35])[CH2:32][OH:33], predict the reaction product. (4) The product is: [CH3:45][N:46]1[CH:54]=[C:53]2[C:48]([CH:49]=[CH:50][C:51]([NH:55][C:11]([C:8]3[C:7]4[C:2](=[O:1])[NH:3][CH2:4][CH2:5][C:6]=4[O:10][CH:9]=3)=[O:13])=[CH:52]2)=[N:47]1. Given the reactants [O:1]=[C:2]1[C:7]2[C:8]([C:11]([OH:13])=O)=[CH:9][O:10][C:6]=2[CH2:5][CH2:4][NH:3]1.F[P-](F)(F)(F)(F)F.N1(OC(N(C)C)=[N+](C)C)C2N=CC=CC=2N=N1.C(N(CC)CC)C.[CH3:45][N:46]1[CH:54]=[C:53]2[C:48]([CH:49]=[CH:50][C:51]([NH2:55])=[CH:52]2)=[N:47]1, predict the reaction product.